This data is from Full USPTO retrosynthesis dataset with 1.9M reactions from patents (1976-2016). The task is: Predict the reactants needed to synthesize the given product. (1) Given the product [C:7]1([C:4]2[C:3]([C:2]([F:1])([F:14])[F:15])=[N:17][NH:18][C:5]=2[NH2:6])[CH:8]=[CH:9][CH:10]=[CH:11][CH:12]=1, predict the reactants needed to synthesize it. The reactants are: [F:1][C:2]([F:15])([F:14])[C:3](=O)[CH:4]([C:7]1[CH:12]=[CH:11][CH:10]=[CH:9][CH:8]=1)[C:5]#[N:6].O.[NH2:17][NH2:18]. (2) Given the product [CH3:25][C@@H:15]([CH2:16][CH2:17][CH2:18][C:19]1[CH:20]=[CH:21][CH:22]=[CH:23][CH:24]=1)[C:14]([OH:26])=[O:31], predict the reactants needed to synthesize it. The reactants are: C([C@H]1COC(=O)N1[C:14](=[O:26])[C@@H:15]([CH3:25])[CH2:16][CH2:17][CH2:18][C:19]1[CH:24]=[CH:23][CH:22]=[CH:21][CH:20]=1)C1C=CC=CC=1.OO.[OH-].[Li+].[OH:31]S([O-])(=O)=O.[K+]. (3) Given the product [C:12]([C:9]1[CH:10]=[C:11]([N+:16]([O-:18])=[O:17])[C:3]([O:2][CH3:1])=[C:4]([CH:8]=1)[C:5]([OH:7])=[O:6])([CH3:15])([CH3:14])[CH3:13], predict the reactants needed to synthesize it. The reactants are: [CH3:1][O:2][C:3]1[CH:11]=[CH:10][C:9]([C:12]([CH3:15])([CH3:14])[CH3:13])=[CH:8][C:4]=1[C:5]([OH:7])=[O:6].[N+:16]([O-])([OH:18])=[O:17]. (4) Given the product [NH2:1][C:2]1[N:7]=[C:6]([N:8]2[CH2:32][CH2:31][C:11]3([CH2:15][N:14]([C:16]([O:18][CH2:19][C:20]4[CH:25]=[CH:24][CH:23]=[CH:22][CH:21]=4)=[O:17])[C@H:13]([C:26]([O:28][CH2:29][CH3:30])=[O:27])[CH2:12]3)[CH2:10][CH2:9]2)[CH:5]=[C:4]([O:33][C@H:34]([C:39]2[CH:44]=[CH:43][C:42]([C:52]3[CH:57]=[CH:56][CH:55]=[CH:54][CH:53]=3)=[CH:41][C:40]=2[N:46]2[CH:50]=[CH:49][C:48]([CH3:51])=[N:47]2)[C:35]([F:38])([F:37])[F:36])[N:3]=1, predict the reactants needed to synthesize it. The reactants are: [NH2:1][C:2]1[N:7]=[C:6]([N:8]2[CH2:32][CH2:31][C:11]3([CH2:15][N:14]([C:16]([O:18][CH2:19][C:20]4[CH:25]=[CH:24][CH:23]=[CH:22][CH:21]=4)=[O:17])[C@H:13]([C:26]([O:28][CH2:29][CH3:30])=[O:27])[CH2:12]3)[CH2:10][CH2:9]2)[CH:5]=[C:4]([O:33][C@H:34]([C:39]2[CH:44]=[CH:43][C:42](Br)=[CH:41][C:40]=2[N:46]2[CH:50]=[CH:49][C:48]([CH3:51])=[N:47]2)[C:35]([F:38])([F:37])[F:36])[N:3]=1.[C:52]1(B(O)O)[CH:57]=[CH:56][CH:55]=[CH:54][CH:53]=1.C([O-])([O-])=O.[Cs+].[Cs+]. (5) Given the product [CH2:3]([C:2]1[C:14]([C:15]2[CH:16]=[CH:17][CH:18]=[CH:19][CH:20]=2)=[C:13]([OH:21])[C:8]2[C:7]([CH:1]=1)=[CH:12][CH:11]=[CH:10][CH:9]=2)[CH2:4][CH2:5][CH3:6], predict the reactants needed to synthesize it. The reactants are: [C:1]([C:7]1[CH:12]=[CH:11][CH:10]=[CH:9][C:8]=1[C:13](=[O:21])[CH2:14][C:15]1[CH:20]=[CH:19][CH:18]=[CH:17][CH:16]=1)#[C:2][CH2:3][CH2:4][CH2:5][CH3:6].C[Si]([N-][Si](C)(C)C)(C)C.[K+].